Dataset: Reaction yield outcomes from USPTO patents with 853,638 reactions. Task: Predict the reaction yield, written as a fraction of the theoretical maximum amount of product (1.0 means a 100% yield; for example, 0.34 means a 34% yield). (1) The reactants are [Cl:1][C:2]1[N:3]=[CH:4][CH:5]=[C:6]2[CH:10]=[C:9]([C:11](OCC)=[O:12])[NH:8][C:7]=12.[H-].[Al+3].[Li+].[H-].[H-].[H-]. The catalyst is O1CCCC1. The product is [Cl:1][C:2]1[N:3]=[CH:4][CH:5]=[C:6]2[CH:10]=[C:9]([CH2:11][OH:12])[NH:8][C:7]=12. The yield is 0.840. (2) The reactants are [F:1][C:2]1[CH:3]=[CH:4][C:5]2[N:6]([CH:8]=[C:9]([C:11]([NH:13][C@H:14]3[CH2:19][CH2:18][C@@H:17]([N:20]4[C:25](=[O:26])[C:24]5[CH:27]=[C:28]([F:31])[CH:29]=[N:30][C:23]=5[N:22]([C:32]5[CH:37]=[CH:36][CH:35]=[C:34](I)[CH:33]=5)[C:21]4=[O:39])[CH2:16][CH2:15]3)=[O:12])[N:10]=2)[CH:7]=1.C(=O)([O-])[O-].[K+].[K+].C(O)CO.[C:50]1([SH:56])[CH:55]=[CH:54][CH:53]=[CH:52][CH:51]=1. The catalyst is [Cl-].[Na+].O.[Cu]I.C(OCC)(=O)C.C(O)(C)C. The product is [F:1][C:2]1[CH:3]=[CH:4][C:5]2[N:6]([CH:8]=[C:9]([C:11]([NH:13][C@H:14]3[CH2:19][CH2:18][C@@H:17]([N:20]4[C:25](=[O:26])[C:24]5[CH:27]=[C:28]([F:31])[CH:29]=[N:30][C:23]=5[N:22]([C:32]5[CH:37]=[CH:36][CH:35]=[C:34]([S:56][C:50]6[CH:55]=[CH:54][CH:53]=[CH:52][CH:51]=6)[CH:33]=5)[C:21]4=[O:39])[CH2:16][CH2:15]3)=[O:12])[N:10]=2)[CH:7]=1. The yield is 0.620. (3) The reactants are C[Si](C([OH:7])C)(C)C.[H-].[Na+].[C:10]([C:12]1[CH:13]=[CH:14][C:15]([O:19][CH:20]([F:22])[F:21])=[C:16](F)[CH:17]=1)#[N:11]. The catalyst is C1COCC1. The product is [C:10]([C:12]1[CH:13]=[CH:14][C:15]([O:19][CH:20]([F:22])[F:21])=[C:16]([OH:7])[CH:17]=1)#[N:11]. The yield is 0.410. (4) The reactants are [F-].C([N+](CCCC)(CCCC)CCCC)CCC.[Si]([O:26][C@@H:27]([CH2:38][O:39][C@@H:40]([CH3:44])[CH2:41][O:42][CH3:43])[C:28]([NH:30][C:31]1[CH:36]=[N:35][C:34]([CH3:37])=[CH:33][N:32]=1)=[O:29])(C(C)(C)C)(C)C. The catalyst is C1COCC1. The product is [OH:26][C@@H:27]([CH2:38][O:39][C@@H:40]([CH3:44])[CH2:41][O:42][CH3:43])[C:28]([NH:30][C:31]1[CH:36]=[N:35][C:34]([CH3:37])=[CH:33][N:32]=1)=[O:29]. The yield is 0.500.